Dataset: Full USPTO retrosynthesis dataset with 1.9M reactions from patents (1976-2016). Task: Predict the reactants needed to synthesize the given product. (1) Given the product [F:18][C:19]([F:24])([F:23])[C:20]([OH:22])=[O:21].[CH2:2]([O:3][C:4]([C@H:6]1[CH:10]=[CH:9][CH2:8][NH:7]1)=[O:5])[CH3:1], predict the reactants needed to synthesize it. The reactants are: [CH3:1][CH2:2][O:3][C:4]([C@H:6]1[CH:10]=[CH:9][CH2:8][N:7]1C(OC(C)(C)C)=O)=[O:5].[F:18][C:19]([F:24])([F:23])[C:20]([OH:22])=[O:21]. (2) Given the product [F:9][C:10]1[CH:11]=[C:12]([C:45]2[CH:50]=[CH:49][CH:48]=[CH:47][C:46]=2[C:51]2[NH:53][C:4](=[O:7])[O:5][N:52]=2)[CH:13]=[C:14]([F:44])[C:15]=1[CH2:16][N:17]1[C:22]2[S:23][C:24]([CH2:26][C:27]([F:30])([F:29])[F:28])=[CH:25][C:21]=2[C:20](=[O:31])[N:19]([CH2:32][C:33]([C:35]2[CH:36]=[CH:37][C:38]([O:41][CH3:42])=[CH:39][CH:40]=2)=[O:34])[C:18]1=[O:43], predict the reactants needed to synthesize it. The reactants are: [Cl-].O[NH3+].[C:4](=[O:7])([O-])[OH:5].[Na+].[F:9][C:10]1[CH:11]=[C:12]([C:45]2[C:46]([C:51]#[N:52])=[CH:47][CH:48]=[CH:49][CH:50]=2)[CH:13]=[C:14]([F:44])[C:15]=1[CH2:16][N:17]1[C:22]2[S:23][C:24]([CH2:26][C:27]([F:30])([F:29])[F:28])=[CH:25][C:21]=2[C:20](=[O:31])[N:19]([CH2:32][C:33]([C:35]2[CH:40]=[CH:39][C:38]([O:41][CH3:42])=[CH:37][CH:36]=2)=[O:34])[C:18]1=[O:43].[N:53]12CCCN=C1CCCCC2. (3) The reactants are: [Cl:1][C:2]1[N:3]=[CH:4][C:5]2[NH:11][C:10](=[O:12])[C:9]3([CH2:14][CH2:13]3)[CH2:8][N:7]([CH:15]3[CH2:19][CH2:18][CH2:17][CH2:16]3)[C:6]=2[N:20]=1.[CH3:21]I.[H-].[Na+]. Given the product [Cl:1][C:2]1[N:3]=[CH:4][C:5]2[N:11]([CH3:21])[C:10](=[O:12])[C:9]3([CH2:14][CH2:13]3)[CH2:8][N:7]([CH:15]3[CH2:19][CH2:18][CH2:17][CH2:16]3)[C:6]=2[N:20]=1, predict the reactants needed to synthesize it. (4) Given the product [Br:1][C:2]1[CH:10]=[CH:9][C:8]([O:11][CH3:12])=[CH:7][C:3]=1[C:4]([NH2:15])=[O:5], predict the reactants needed to synthesize it. The reactants are: [Br:1][C:2]1[CH:10]=[CH:9][C:8]([O:11][CH3:12])=[CH:7][C:3]=1[C:4](O)=[O:5].C1N=C[N:15](C(N2C=NC=C2)=O)C=1.C(=O)([O-])[O-].[NH4+].[NH4+].O. (5) Given the product [Br:22][CH2:23][CH2:24][CH2:25][C:26]([C:14]1[CH:13]=[CH:12][C:9]2[CH2:10][CH2:11][N:5]([C:3](=[O:4])[C:2]([F:1])([F:16])[F:17])[CH2:6][CH2:7][C:8]=2[CH:15]=1)=[O:27], predict the reactants needed to synthesize it. The reactants are: [F:1][C:2]([F:17])([F:16])[C:3]([N:5]1[CH2:11][CH2:10][C:9]2[CH:12]=[CH:13][CH:14]=[CH:15][C:8]=2[CH2:7][CH2:6]1)=[O:4].[Cl-].[Al+3].[Cl-].[Cl-].[Br:22][CH2:23][CH2:24][CH2:25][C:26](Cl)=[O:27]. (6) Given the product [CH:4]([C:5]1[CH:6]=[CH:7][C:8]([CH2:9][N:10]([CH3:21])[C:11](=[O:20])[O:12][CH2:13][C:14]2[CH:15]=[CH:16][CH:17]=[CH:18][CH:19]=2)=[CH:22][CH:23]=1)=[O:3], predict the reactants needed to synthesize it. The reactants are: C([O:3][CH:4](OCC)[C:5]1[CH:23]=[CH:22][C:8]([CH2:9][N:10]([CH3:21])[C:11](=[O:20])[O:12][CH2:13][C:14]2[CH:19]=[CH:18][CH:17]=[CH:16][CH:15]=2)=[CH:7][CH:6]=1)C.C(=O)([O-])[O-].[K+].[K+].